The task is: Predict the reactants needed to synthesize the given product.. This data is from Full USPTO retrosynthesis dataset with 1.9M reactions from patents (1976-2016). (1) Given the product [NH2:2][C:1]([C:3]1[CH:4]=[CH:5][C:6]([O:9][CH2:10][CH2:11][CH2:12][O:13][C:14]2[CH:15]=[C:16]3[C:20](=[CH:21][CH:22]=2)[C@H:19]([CH2:23][C:24]([O:26][CH2:27][CH3:28])=[O:25])[CH2:18][CH2:17]3)=[N:7][CH:8]=1)=[S:29], predict the reactants needed to synthesize it. The reactants are: [C:1]([C:3]1[CH:4]=[CH:5][C:6]([O:9][CH2:10][CH2:11][CH2:12][O:13][C:14]2[CH:15]=[C:16]3[C:20](=[CH:21][CH:22]=2)[C@H:19]([CH2:23][C:24]([O:26][CH2:27][CH3:28])=[O:25])[CH2:18][CH2:17]3)=[N:7][CH:8]=1)#[N:2].[SH2:29].C(NCC)C. (2) The reactants are: CS(CCNCC1OC([C:14]2[CH:15]=[CH:16][C:17]3[N:23]=C[N:21]=[C:20](NC4C=CC(OCC5C=CC=C(F)C=5)=C(Cl)C=4)[C:18]=3[CH:19]=2)=CC=1)(=O)=O.NC1C=CC=CC=1C#N.[I:50]I.ICl. Given the product [NH2:23][C:17]1[CH:16]=[CH:15][C:14]([I:50])=[CH:19][C:18]=1[C:20]#[N:21], predict the reactants needed to synthesize it. (3) Given the product [Cl:15][C:16]1[CH:22]=[CH:21][C:20]([C:23]([F:25])([F:26])[F:24])=[CH:19][C:17]=1[NH:18][C:9](=[O:11])[C:8]1[CH:7]=[C:6]([CH:5]=[CH:4][C:3]=1[O:2][CH3:1])[C:12]([NH2:14])=[O:13], predict the reactants needed to synthesize it. The reactants are: [CH3:1][O:2][C:3]1[C:8]([C:9]([OH:11])=O)=[CH:7][C:6]([C:12]([NH2:14])=[O:13])=[CH:5][CH:4]=1.[Cl:15][C:16]1[CH:22]=[CH:21][C:20]([C:23]([F:26])([F:25])[F:24])=[CH:19][C:17]=1[NH2:18].